Dataset: NCI-60 drug combinations with 297,098 pairs across 59 cell lines. Task: Regression. Given two drug SMILES strings and cell line genomic features, predict the synergy score measuring deviation from expected non-interaction effect. (1) Drug 1: C1CC(C1)(C(=O)O)C(=O)O.[NH2-].[NH2-].[Pt+2]. Drug 2: CC1C(C(CC(O1)OC2CC(OC(C2O)C)OC3=CC4=CC5=C(C(=O)C(C(C5)C(C(=O)C(C(C)O)O)OC)OC6CC(C(C(O6)C)O)OC7CC(C(C(O7)C)O)OC8CC(C(C(O8)C)O)(C)O)C(=C4C(=C3C)O)O)O)O. Cell line: IGROV1. Synergy scores: CSS=40.2, Synergy_ZIP=-2.64, Synergy_Bliss=-0.154, Synergy_Loewe=-0.897, Synergy_HSA=0.183. (2) Drug 1: C1=CC(=CC=C1CCC2=CNC3=C2C(=O)NC(=N3)N)C(=O)NC(CCC(=O)O)C(=O)O. Drug 2: CC1C(C(CC(O1)OC2CC(CC3=C2C(=C4C(=C3O)C(=O)C5=CC=CC=C5C4=O)O)(C(=O)C)O)N)O. Cell line: UO-31. Synergy scores: CSS=46.3, Synergy_ZIP=-6.72, Synergy_Bliss=-10.4, Synergy_Loewe=-4.45, Synergy_HSA=-4.16.